Dataset: Forward reaction prediction with 1.9M reactions from USPTO patents (1976-2016). Task: Predict the product of the given reaction. The product is: [Br:1][C:2]1[CH:7]=[CH:6][C:5]([NH2:8])=[C:4]([S:11][C:12]2[CH:17]=[CH:16][CH:15]=[CH:14][C:13]=2[Br:18])[CH:3]=1. Given the reactants [Br:1][C:2]1[CH:7]=[CH:6][C:5]([N+:8]([O-])=O)=[C:4]([S:11][C:12]2[CH:17]=[CH:16][CH:15]=[CH:14][C:13]=2[Br:18])[CH:3]=1, predict the reaction product.